From a dataset of Full USPTO retrosynthesis dataset with 1.9M reactions from patents (1976-2016). Predict the reactants needed to synthesize the given product. (1) Given the product [NH:1]([CH3:29])[C@H:2]([C:6]([N:8]([CH3:28])[C@H:9]([C:25]([NH2:27])=[O:26])[CH2:10][C:11]1[CH:12]=[CH:13][C:14]([OH:17])=[CH:15][CH:16]=1)=[O:7])[CH:3]([CH3:5])[CH3:4], predict the reactants needed to synthesize it. The reactants are: [N:1](C(OCC1C2C(=CC=CC=2)C2C1=CC=CC=2)=O)([CH3:29])[C@H:2]([C:6]([N:8]([CH3:28])[C@H:9]([C:25]([NH2:27])=[O:26])[CH2:10][C:11]1[CH:16]=[CH:15][C:14]([O:17]CC2C=CC=CC=2)=[CH:13][CH:12]=1)=[O:7])[CH:3]([CH3:5])[CH3:4].[H][H]. (2) Given the product [CH:1]1([C:7]2[CH:30]=[CH:29][CH:28]=[C:27]3[C:8]=2[CH:9]=[C:10]2[C:16]4[CH:17]=[C:18]([C:21]([NH:36][S:33]([N:32]([CH3:37])[CH3:31])(=[O:35])=[O:34])=[O:23])[CH:19]=[CH:20][C:15]=4[N:14]4[CH2:24][CH:25]=[N:26][C:13]4=[CH:12][N:11]23)[CH2:6][CH2:5][CH2:4][CH2:3][CH2:2]1, predict the reactants needed to synthesize it. The reactants are: [CH:1]1([C:7]2[CH:30]=[CH:29][CH:28]=[C:27]3[C:8]=2[CH:9]=[C:10]2[C:16]4[CH:17]=[C:18]([C:21]([OH:23])=O)[CH:19]=[CH:20][C:15]=4[N:14]4[CH2:24][CH:25]=[N:26][C:13]4=[CH:12][N:11]23)[CH2:6][CH2:5][CH2:4][CH2:3][CH2:2]1.[CH3:31][N:32]([CH3:37])[S:33]([NH2:36])(=[O:35])=[O:34].CCN=C=NCCCN(C)C.Cl. (3) Given the product [CH3:22][C:17]1[NH:18][C:19]2[C:15]([CH:16]=1)=[CH:14][C:13]([O:12][C:6]1[C:5]3[C:10](=[CH:11][C:2]([O:1][CH2:24][CH2:25][CH2:26][N:27]4[CH2:32][CH2:31][O:30][CH2:29][CH2:28]4)=[CH:3][CH:4]=3)[N:9]=[CH:8][N:7]=1)=[CH:21][CH:20]=2, predict the reactants needed to synthesize it. The reactants are: [OH:1][C:2]1[CH:11]=[C:10]2[C:5]([C:6]([O:12][C:13]3[CH:14]=[C:15]4[C:19](=[CH:20][CH:21]=3)[NH:18][C:17]([CH3:22])=[CH:16]4)=[N:7][CH:8]=[N:9]2)=[CH:4][CH:3]=1.O[CH2:24][CH2:25][CH2:26][N:27]1[CH2:32][CH2:31][O:30][CH2:29][CH2:28]1. (4) Given the product [CH2:33]([O:32][CH2:31][CH2:30][C:21]1([O:17][C:14]2[CH:15]=[CH:16][C:11]([O:10][C:9]3[CH:18]=[CH:19][C:6]([C:2]4[O:1][CH:5]=[N:4][N:3]=4)=[CH:7][CH:8]=3)=[CH:12][CH:13]=2)[C:22](=[O:29])[NH:23][C:24](=[O:28])[NH:25][C:26]1=[O:27])[CH3:34], predict the reactants needed to synthesize it. The reactants are: [O:1]1[CH:5]=[N:4][N:3]=[C:2]1[C:6]1[CH:19]=[CH:18][C:9]([O:10][C:11]2[CH:16]=[CH:15][C:14]([OH:17])=[CH:13][CH:12]=2)=[CH:8][CH:7]=1.Br[C:21]1([CH2:30][CH2:31][O:32][CH2:33][CH3:34])[C:26](=[O:27])[NH:25][C:24](=[O:28])[NH:23][C:22]1=[O:29].CCCCC=CCCCC.C1(F)(C2(F)OC(C(F)(F)F)(C(F)(F)F)OC2(F)F)OC(C(F)(F)F)(C(F)(F)F)OC1(F)F. (5) Given the product [F:30][C:31]1[CH:36]=[CH:35][CH:34]=[CH:33][C:32]=1[C:37]1[N:39]=[C:27]([CH:13]2[CH2:14][CH:15]([C:17]3[CH:18]=[CH:19][C:20]([C:23]([F:26])([F:24])[F:25])=[CH:21][CH:22]=3)[CH2:16][N:11]([C:9]([N:6]3[CH2:7][CH2:8][CH:3]([C:1]#[N:2])[CH2:4][CH2:5]3)=[O:10])[CH2:12]2)[O:28][N:38]=1, predict the reactants needed to synthesize it. The reactants are: [C:1]([CH:3]1[CH2:8][CH2:7][N:6]([C:9]([N:11]2[CH2:16][CH:15]([C:17]3[CH:22]=[CH:21][C:20]([C:23]([F:26])([F:25])[F:24])=[CH:19][CH:18]=3)[CH2:14][CH:13]([C:27](O)=[O:28])[CH2:12]2)=[O:10])[CH2:5][CH2:4]1)#[N:2].[F:30][C:31]1[CH:36]=[CH:35][CH:34]=[CH:33][C:32]=1[C:37](=[N:39]O)[NH2:38]. (6) Given the product [BrH:23].[O:12]1[C:13]2[C:3]([OH:2])=[CH:4][CH:5]=[CH:6][C:7]=2[CH2:8][NH:9][CH2:10][CH2:11]1, predict the reactants needed to synthesize it. The reactants are: C[O:2][C:3]1[C:13]2[O:12][CH2:11][CH2:10][NH:9][CH2:8][C:7]=2[CH:6]=[CH:5][CH:4]=1.C(O)(=O)C.C(OCC)C.[BrH:23].